From a dataset of Full USPTO retrosynthesis dataset with 1.9M reactions from patents (1976-2016). Predict the reactants needed to synthesize the given product. (1) Given the product [CH3:31][O:30][C:24]1[CH:23]=[C:22]([S:19]([N:7]2[CH2:8][CH2:9][C:10](=[O:18])[N:11]([C:12]3[CH:13]=[CH:14][CH:15]=[CH:16][CH:17]=3)[CH:6]2[C:4]([OH:5])=[O:3])(=[O:21])=[O:20])[CH:27]=[CH:26][C:25]=1[O:28][CH3:29], predict the reactants needed to synthesize it. The reactants are: C([O:3][C:4]([CH:6]1[N:11]([C:12]2[CH:17]=[CH:16][CH:15]=[CH:14][CH:13]=2)[C:10](=[O:18])[CH2:9][CH2:8][N:7]1[S:19]([C:22]1[CH:27]=[CH:26][C:25]([O:28][CH3:29])=[C:24]([O:30][CH3:31])[CH:23]=1)(=[O:21])=[O:20])=[O:5])C.O.[OH-].[Li+].C(O)(=O)CC(CC(O)=O)(C(O)=O)O. (2) Given the product [NH2:6][C:4]([C:3]1[CH:7]=[C:8]([O:11][CH3:12])[CH:9]=[CH:10][C:2]=1[NH:1][C:21](=[O:27])[C:22]([O:24][CH2:25][CH3:26])=[O:23])=[O:5], predict the reactants needed to synthesize it. The reactants are: [NH2:1][C:2]1[CH:10]=[CH:9][C:8]([O:11][CH3:12])=[CH:7][C:3]=1[C:4]([NH2:6])=[O:5].C(N(CC)CC)C.Cl[C:21](=[O:27])[C:22]([O:24][CH2:25][CH3:26])=[O:23].O.